This data is from Forward reaction prediction with 1.9M reactions from USPTO patents (1976-2016). The task is: Predict the product of the given reaction. (1) Given the reactants [CH:1]([O:4][C:5]1[CH:13]=[CH:12][C:11]([C:14]#[C:15][C:16]2[CH:21]=[CH:20][CH:19]=[CH:18][C:17]=2[O:22][CH3:23])=[CH:10][C:6]=1[C:7]([OH:9])=O)([CH3:3])[CH3:2].Cl.Cl.[NH2:26][CH:27]([CH2:30][C:31]1[C:35]2[CH:36]=[N:37][CH:38]=[CH:39][C:34]=2[NH:33][CH:32]=1)[CH2:28][OH:29].C1C=CC2N(O)N=NC=2C=1.CCN=C=NCCCN(C)C, predict the reaction product. The product is: [OH:29][CH2:28][CH:27]([NH:26][C:7](=[O:9])[C:6]1[CH:10]=[C:11]([C:14]#[C:15][C:16]2[CH:21]=[CH:20][CH:19]=[CH:18][C:17]=2[O:22][CH3:23])[CH:12]=[CH:13][C:5]=1[O:4][CH:1]([CH3:2])[CH3:3])[CH2:30][C:31]1[C:35]2[CH:36]=[N:37][CH:38]=[CH:39][C:34]=2[NH:33][CH:32]=1. (2) Given the reactants [CH3:1][O:2][C:3]1[CH:4]=[C:5]2[C:10](=[C:11]([N:13]3[CH2:18][CH2:17][N:16]([CH:19]4[CH2:24][CH2:23][NH:22][CH2:21][CH2:20]4)[CH2:15][CH2:14]3)[CH:12]=1)[N:9]=[CH:8][CH:7]=[CH:6]2.Br[CH2:26][C:27]1[CH:28]=[CH:29][CH:30]=[C:31]2[C:36]=1[N:35]=[CH:34][CH:33]=[CH:32]2.C([O-])([O-])=O.[K+].[K+], predict the reaction product. The product is: [CH3:1][O:2][C:3]1[CH:4]=[C:5]2[C:10](=[C:11]([N:13]3[CH2:14][CH2:15][N:16]([CH:19]4[CH2:24][CH2:23][N:22]([CH2:26][C:27]5[CH:28]=[CH:29][CH:30]=[C:31]6[C:36]=5[N:35]=[CH:34][CH:33]=[CH:32]6)[CH2:21][CH2:20]4)[CH2:17][CH2:18]3)[CH:12]=1)[N:9]=[CH:8][CH:7]=[CH:6]2. (3) Given the reactants [CH2:1]([C:3]1[N:7]([CH3:8])[C:6]2[CH:9]=[C:10]([N:13]3[CH:18]=[CH:17][C:16]([OH:19])=[CH:15][C:14]3=[O:20])[CH:11]=[CH:12][C:5]=2[N:4]=1)[CH3:2].[Cl:21][C:22]1[S:26][CH:25]=[C:24]([CH2:27]O)[CH:23]=1.C(P(CCCC)CCCC)CCC.N(C(N1CCCCC1)=O)=NC(N1CCCCC1)=O, predict the reaction product. The product is: [Cl:21][C:22]1[S:26][CH:25]=[C:24]([CH2:27][O:19][C:16]2[CH:17]=[CH:18][N:13]([C:10]3[CH:11]=[CH:12][C:5]4[N:4]=[C:3]([CH2:1][CH3:2])[N:7]([CH3:8])[C:6]=4[CH:9]=3)[C:14](=[O:20])[CH:15]=2)[CH:23]=1.